From a dataset of Reaction yield outcomes from USPTO patents with 853,638 reactions. Predict the reaction yield, written as a fraction of the theoretical maximum amount of product (1.0 means a 100% yield; for example, 0.34 means a 34% yield). (1) The reactants are ClC(OCC)=O.[N:7]1[CH:12]=[CH:11][CH:10]=[C:9]([C@@H:13]2[CH2:15][C@H:14]2[C:16]([OH:18])=O)[CH:8]=1.C(N(CC)CC)C.[N-:26]=[N+:27]=[N-:28].[Na+]. The catalyst is CC(C)=O.O. The product is [N:7]1[CH:12]=[CH:11][CH:10]=[C:9]([C@@H:13]2[CH2:15][C@H:14]2[C:16]([N:26]=[N+:27]=[N-:28])=[O:18])[CH:8]=1. The yield is 0.810. (2) The reactants are Cl[C:2]1[N:7]2[N:8]=[C:9]([CH3:11])[CH:10]=[C:6]2[N:5]=[C:4]([NH:12][C:13](=[O:24])[C:14]2[CH:19]=[CH:18][C:17]([C:20]([OH:23])([CH3:22])[CH3:21])=[CH:16][CH:15]=2)[CH:3]=1.[CH3:25][NH:26][C:27]([C@@H:29]1[CH2:34][CH2:33][CH2:32][NH:31][CH2:30]1)=[O:28]. The catalyst is CN1C(=O)CCC1.CS(C)=O.CO. The product is [OH:23][C:20]([C:17]1[CH:18]=[CH:19][C:14]([C:13]([NH:12][C:4]2[CH:3]=[C:2]([N:31]3[CH2:32][CH2:33][CH2:34][C@@H:29]([C:27]([NH:26][CH3:25])=[O:28])[CH2:30]3)[N:7]3[N:8]=[C:9]([CH3:11])[CH:10]=[C:6]3[N:5]=2)=[O:24])=[CH:15][CH:16]=1)([CH3:22])[CH3:21]. The yield is 0.130. (3) The yield is 0.280. The catalyst is C1COCC1. The reactants are Br[C:2]1[CH:7]=[CH:6][C:5]([Cl:8])=[C:4]([Cl:9])[CH:3]=1.[Li]CCCC.[CH3:15][N:16]1[CH:20]2[CH2:21][C:22]([CH2:24][CH:17]1[CH2:18][CH2:19]2)=[O:23].[OH-].[Na+]. The product is [Cl:9][C:4]1[CH:3]=[C:2]([C:22]2([OH:23])[CH2:21][CH:20]3[N:16]([CH3:15])[CH:17]([CH2:18][CH2:19]3)[CH2:24]2)[CH:7]=[CH:6][C:5]=1[Cl:8]. (4) The reactants are C(N(CC)CC)C.[C:8]1([C:14](Cl)([C:21]2[CH:26]=[CH:25][CH:24]=[CH:23][CH:22]=2)[C:15]2[CH:20]=[CH:19][CH:18]=[CH:17][CH:16]=2)[CH:13]=[CH:12][CH:11]=[CH:10][CH:9]=1.[NH2:28][CH:29]1[CH2:35][CH2:34][CH2:33][CH2:32][NH:31][C:30]1=[O:36].O. The catalyst is C(Cl)(Cl)Cl. The product is [C:14]([NH:28][CH:29]1[CH2:35][CH2:34][CH2:33][CH2:32][NH:31][C:30]1=[O:36])([C:21]1[CH:26]=[CH:25][CH:24]=[CH:23][CH:22]=1)([C:15]1[CH:20]=[CH:19][CH:18]=[CH:17][CH:16]=1)[C:8]1[CH:13]=[CH:12][CH:11]=[CH:10][CH:9]=1. The yield is 0.690. (5) The reactants are [N+:1]([C:4]1[CH:9]=[CH:8][C:7]([C:10]2[S:11][C:12]3[CH:18]=[CH:17][CH:16]=[CH:15][C:13]=3[N:14]=2)=[CH:6][CH:5]=1)([O-])=O.O.O.[Sn](Cl)Cl. The catalyst is C(O)C. The product is [NH2:1][C:4]1[CH:5]=[CH:6][C:7]([C:10]2[S:11][C:12]3[CH:18]=[CH:17][CH:16]=[CH:15][C:13]=3[N:14]=2)=[CH:8][CH:9]=1. The yield is 0.970. (6) The reactants are [Cl-].O[NH3+:3].[C:4](=[O:7])([O-])[OH:5].[Na+].CS(C)=O.[OH:13][C:14]1([CH2:18][O:19][C@H:20]2[CH2:25][CH2:24][C@H:23]([N:26]3[C:31](=[O:32])[C:30]([CH2:33][C:34]4[CH:39]=[CH:38][C:37]([C:40]5[C:41]([C:46]#[N:47])=[CH:42][CH:43]=[CH:44][CH:45]=5)=[CH:36][CH:35]=4)=[C:29]([CH2:48][CH2:49][CH3:50])[N:28]4[N:51]=[CH:52][N:53]=[C:27]34)[CH2:22][CH2:21]2)[CH2:17][CH2:16][CH2:15]1. The catalyst is O.C(OCC)(=O)C. The product is [OH:13][C:14]1([CH2:18][O:19][C@H:20]2[CH2:21][CH2:22][C@H:23]([N:26]3[C:31](=[O:32])[C:30]([CH2:33][C:34]4[CH:35]=[CH:36][C:37]([C:40]5[CH:45]=[CH:44][CH:43]=[CH:42][C:41]=5[C:46]5[NH:3][C:4](=[O:7])[O:5][N:47]=5)=[CH:38][CH:39]=4)=[C:29]([CH2:48][CH2:49][CH3:50])[N:28]4[N:51]=[CH:52][N:53]=[C:27]34)[CH2:24][CH2:25]2)[CH2:17][CH2:16][CH2:15]1. The yield is 0.460. (7) The reactants are [CH3:1][N:2]1[CH2:7][CH2:6][N:5]([C:8]([O:10][C@@H:11]2[N:20]([C:21]3[CH:22]=[CH:23][C:24]([Cl:27])=[CH:25][N:26]=3)[C:18](=[O:19])[C:13]3[N:14]=[CH:15][CH:16]=[N:17][C:12]2=3)=[O:9])[CH2:4][CH2:3]1.[C:28]1([S:34]([OH:37])(=[O:36])=[O:35])[CH:33]=[CH:32][CH:31]=[CH:30][CH:29]=1.CN1CCN(C(OC2N(C3C=CC(Cl)=CN=3)C(=O)C3N=CC=NC2=3)=O)CC1. The catalyst is O1CCCC1. The product is [CH3:1][N:2]1[CH2:7][CH2:6][N:5]([C:8]([O:10][C@@H:11]2[N:20]([C:21]3[CH:22]=[CH:23][C:24]([Cl:27])=[CH:25][N:26]=3)[C:18](=[O:19])[C:13]3[N:14]=[CH:15][CH:16]=[N:17][C:12]2=3)=[O:9])[CH2:4][CH2:3]1.[S:34]([C:28]1[CH:33]=[CH:32][CH:31]=[CH:30][CH:29]=1)([O-:37])(=[O:36])=[O:35]. The yield is 0.927. (8) The reactants are [NH:1]1[C:5]2=[N:6][CH:7]=[CH:8][CH:9]=[C:4]2[CH:3]=[CH:2]1.ClC1C=CC=C(C(OO)=[O:18])C=1. The catalyst is C(OCC)(=O)C. The product is [NH:1]1[C:5]2=[N+:6]([O-:18])[CH:7]=[CH:8][CH:9]=[C:4]2[CH:3]=[CH:2]1. The yield is 0.850. (9) The product is [CH3:1][CH2:2][CH2:3][CH2:4][CH2:5][C@H:6]([OH:28])[CH2:7][CH2:8][C@H:9]1[C@H:10]([OH:27])[CH2:11][C@H:12]2[C@@H:13]1[CH2:14][C:15]1[C:16]([CH2:17]2)=[C:18]([O:22][CH2:23][C:24]([OH:26])=[O:25])[CH:19]=[CH:20][CH:21]=1. The yield is 0.914. The reactants are [CH3:1][CH2:2][CH2:3][CH2:4][CH2:5][C@H:6]([OH:28])[CH2:7][CH2:8][C@@H:9]1[C@H:13]2[CH2:14][C:15]3[CH:21]=[CH:20][CH:19]=[C:18]([O:22][CH2:23][C:24]([OH:26])=[O:25])[C:16]=3[CH2:17][C@H:12]2[CH2:11][C@H:10]1[OH:27].C(NCCO)CO.O.Cl. The catalyst is C(OCC)(=O)C. (10) The reactants are Br[CH:2]([C:7]1[CH:12]=[CH:11][C:10]([CH3:13])=[CH:9][CH:8]=1)[C:3]([O:5][CH3:6])=[O:4].[NH:14]1[CH2:19][CH2:18][CH2:17][CH2:16][CH2:15]1. The catalyst is C(#N)C. The product is [N:14]1([CH:2]([C:7]2[CH:12]=[CH:11][C:10]([CH3:13])=[CH:9][CH:8]=2)[C:3]([O:5][CH3:6])=[O:4])[CH2:19][CH2:18][CH2:17][CH2:16][CH2:15]1. The yield is 0.210.